Dataset: Forward reaction prediction with 1.9M reactions from USPTO patents (1976-2016). Task: Predict the product of the given reaction. (1) Given the reactants [F:1][CH:2]([F:23])[O:3][C:4]1[CH:9]=[CH:8][C:7]([C:10]2[C:11]([NH2:22])=[N:12][C:13]([N:16]3[CH2:21][CH2:20][O:19][CH2:18][CH2:17]3)=[N:14][CH:15]=2)=[CH:6][CH:5]=1.Cl[C:25]1[C:34]2[C:29](=[CH:30][CH:31]=[CH:32][C:33]=2[F:35])[N:28]=[C:27]([C:36]2[CH:41]=[CH:40][CH:39]=[CH:38][N:37]=2)[C:26]=1[CH3:42].C1(P(C2CCCCC2)C2C=CC=CC=2C2C(C(C)C)=CC(C(C)C)=CC=2C(C)C)CCCCC1.CC(C)([O-])C.[Na+], predict the reaction product. The product is: [F:23][CH:2]([F:1])[O:3][C:4]1[CH:5]=[CH:6][C:7]([C:10]2[C:11]([NH:22][C:25]3[C:34]4[C:29](=[CH:30][CH:31]=[CH:32][C:33]=4[F:35])[N:28]=[C:27]([C:36]4[CH:41]=[CH:40][CH:39]=[CH:38][N:37]=4)[C:26]=3[CH3:42])=[N:12][C:13]([N:16]3[CH2:17][CH2:18][O:19][CH2:20][CH2:21]3)=[N:14][CH:15]=2)=[CH:8][CH:9]=1. (2) Given the reactants [CH3:1][O:2][C:3]1[CH:29]=[C:28]([O:30][CH3:31])[CH:27]=[CH:26][C:4]=1[CH2:5][N:6]([C:21]1[S:22][CH:23]=[CH:24][N:25]=1)[S:7]([C:10]1[CH:19]=[C:18]2[C:13]([C:14](=O)[NH:15][CH:16]=[N:17]2)=[CH:12][CH:11]=1)(=[O:9])=[O:8].O=P(Cl)(Cl)[Cl:34], predict the reaction product. The product is: [Cl:34][C:14]1[C:13]2[C:18](=[CH:19][C:10]([S:7]([N:6]([CH2:5][C:4]3[CH:26]=[CH:27][C:28]([O:30][CH3:31])=[CH:29][C:3]=3[O:2][CH3:1])[C:21]3[S:22][CH:23]=[CH:24][N:25]=3)(=[O:9])=[O:8])=[CH:11][CH:12]=2)[N:17]=[CH:16][N:15]=1. (3) Given the reactants [Cl:1][C:2]1[CH:7]=[CH:6][C:5]([CH:8]2[C:12]3[N:13]([CH:24]([CH3:26])[CH3:25])[C:14]([C:16]4[CH:17]=[N:18][C:19]([O:22][CH3:23])=[CH:20][CH:21]=4)=[N:15][C:11]=3[C:10](=[O:27])[N:9]2[C:28]2[CH:29]=[C:30]([O:38][CH3:39])[C:31]3[N:35]=[N:34][N:33]([CH3:36])[C:32]=3[CH:37]=2)=[CH:4][CH:3]=1, predict the reaction product. The product is: [Cl:1][C:2]1[CH:7]=[CH:6][C:5]([C@H:8]2[C:12]3[N:13]([CH:24]([CH3:26])[CH3:25])[C:14]([C:16]4[CH:17]=[N:18][C:19]([O:22][CH3:23])=[CH:20][CH:21]=4)=[N:15][C:11]=3[C:10](=[O:27])[N:9]2[C:28]2[CH:29]=[C:30]([O:38][CH3:39])[C:31]3[N:35]=[N:34][N:33]([CH3:36])[C:32]=3[CH:37]=2)=[CH:4][CH:3]=1. (4) Given the reactants [CH3:1][N:2]1[CH:7]=[C:6](B2OC(C)(C)C(C)(C)O2)[CH:5]=[C:4]([N:17]2[CH2:22][CH2:21][O:20][CH2:19][CH2:18]2)[C:3]1=[O:23].Br[C:25]1[C:26]([Cl:35])=[N:27][CH:28]=[C:29]([CH:34]=1)[C:30]([O:32][CH3:33])=[O:31].C(=O)([O-])[O-].[Na+].[Na+], predict the reaction product. The product is: [Cl:35][C:26]1[C:25]([C:6]2[CH:5]=[C:4]([N:17]3[CH2:18][CH2:19][O:20][CH2:21][CH2:22]3)[C:3](=[O:23])[N:2]([CH3:1])[CH:7]=2)=[CH:34][C:29]([C:30]([O:32][CH3:33])=[O:31])=[CH:28][N:27]=1.